From a dataset of Reaction yield outcomes from USPTO patents with 853,638 reactions. Predict the reaction yield, written as a fraction of the theoretical maximum amount of product (1.0 means a 100% yield; for example, 0.34 means a 34% yield). (1) The reactants are [OH:1][C:2]1[CH:7]=[CH:6][C:5]([SH:8])=[CH:4][CH:3]=1.[H-].[Na+].Cl[C:12]1[CH:17]=[CH:16][C:15]([N+:18]([O-:20])=[O:19])=[C:14]([NH2:21])[CH:13]=1.Cl. The catalyst is CC(N(C)C)=O. The product is [OH:1][C:2]1[CH:7]=[CH:6][C:5]([S:8][C:12]2[CH:17]=[CH:16][C:15]([N+:18]([O-:20])=[O:19])=[C:14]([NH2:21])[CH:13]=2)=[CH:4][CH:3]=1. The yield is 1.00. (2) The reactants are [Cl:1][C:2]1[C:10]([O:11][CH3:12])=[CH:9][C:5]([C:6](O)=[O:7])=[C:4]([C:13](=O)[C:14]2[CH:19]=[CH:18][CH:17]=[C:16]([C:20]#[N:21])[CH:15]=2)[CH:3]=1.O.[NH2:24][NH2:25]. The catalyst is CCO.O. The product is [Cl:1][C:2]1[CH:3]=[C:4]2[C:5]([C:6](=[O:7])[NH:24][N:25]=[C:13]2[C:14]2[CH:15]=[C:16]([CH:17]=[CH:18][CH:19]=2)[C:20]#[N:21])=[CH:9][C:10]=1[O:11][CH3:12]. The yield is 0.170. (3) The reactants are [OH:1][C:2]([CH3:18])([CH3:17])[CH2:3][N:4]1[CH2:9][CH2:8][N:7](C(OCCCC)=O)[CH2:6][CH2:5]1.C(O)(C(F)(F)F)=O. The catalyst is C(Cl)Cl. The product is [CH3:18][C:2]([OH:1])([CH3:17])[CH2:3][N:4]1[CH2:5][CH2:6][NH:7][CH2:8][CH2:9]1. The yield is 0.600. (4) The reactants are [CH3:1][O:2][C:3]1[CH:30]=[CH:29][CH:28]=[CH:27][C:4]=1[C:5]([C:7]1[CH:12]=[CH:11][C:10]([CH3:13])=[CH:9][C:8]=1[NH:14][C:15](=[O:26])[NH:16][C:17]1[S:18][CH:19]=[C:20]([CH2:22][C:23]([OH:25])=O)[N:21]=1)=[O:6].[CH3:31][O:32][CH2:33][CH2:34][NH2:35]. No catalyst specified. The product is [CH3:1][O:2][C:3]1[CH:30]=[CH:29][CH:28]=[CH:27][C:4]=1[C:5]([C:7]1[CH:12]=[CH:11][C:10]([CH3:13])=[CH:9][C:8]=1[NH:14][C:15](=[O:26])[NH:16][C:17]1[S:18][CH:19]=[C:20]([CH2:22][C:23]([NH:35][CH2:34][CH2:33][O:32][CH3:31])=[O:25])[N:21]=1)=[O:6]. The yield is 0.700. (5) The reactants are C([O:4][CH2:5][C:6]1[C:7]([N:39]2[CH2:51][CH2:50][N:42]3[C:43]4[CH2:44][CH2:45][CH2:46][CH2:47][C:48]=4[CH:49]=[C:41]3[C:40]2=[O:52])=[N:8][CH:9]=[CH:10][C:11]=1[C:12]1[CH:17]=[C:16]([NH:18][C:19]2[CH:24]=[CH:23][C:22]([N:25]3[CH2:30][CH2:29][N:28]([CH:31]4[CH2:34][O:33][CH2:32]4)[CH2:27][C:26]3([CH3:36])[CH3:35])=[CH:21][N:20]=2)[C:15](=[O:37])[N:14]([CH3:38])[CH:13]=1)(=O)C.[OH-].[Li+].C(O)(C)C.C1COCC1. The product is [CH3:35][C:26]1([CH3:36])[CH2:27][N:28]([CH:31]2[CH2:34][O:33][CH2:32]2)[CH2:29][CH2:30][N:25]1[C:22]1[CH:23]=[CH:24][C:19]([NH:18][C:16]2[C:15](=[O:37])[N:14]([CH3:38])[CH:13]=[C:12]([C:11]3[CH:10]=[CH:9][N:8]=[C:7]([N:39]4[CH2:51][CH2:50][N:42]5[C:43]6[CH2:44][CH2:45][CH2:46][CH2:47][C:48]=6[CH:49]=[C:41]5[C:40]4=[O:52])[C:6]=3[CH2:5][OH:4])[CH:17]=2)=[N:20][CH:21]=1. The catalyst is O. The yield is 0.460. (6) The reactants are Cl.[CH:2]([N:5]1[C:9]([C:10]2[CH:15]=[C:14]([CH:16]([CH3:18])[CH3:17])[C:13]([O:19]COC)=[CH:12][C:11]=2[O:23]COC)=[N:8][NH:7][C:6]1=[O:27])([CH3:4])[CH3:3].C(=O)([O-])O.[Na+]. The catalyst is CO. The product is [OH:23][C:11]1[CH:12]=[C:13]([OH:19])[C:14]([CH:16]([CH3:18])[CH3:17])=[CH:15][C:10]=1[C:9]1[N:5]([CH:2]([CH3:4])[CH3:3])[C:6](=[O:27])[NH:7][N:8]=1. The yield is 0.740. (7) The reactants are [CH2:1]([C:8]1[C:17]2[C:12](=[CH:13][CH:14]=[CH:15][CH:16]=2)[CH2:11][N:10](O)[CH:9]=1)[C:2]1[CH:7]=[CH:6][CH:5]=[CH:4][CH:3]=1.P(Cl)(Cl)([Cl:21])=O. The catalyst is C(OCC)(=O)C. The product is [CH2:1]([C:8]1[C:17]2[C:12](=[CH:13][CH:14]=[CH:15][CH:16]=2)[C:11]([Cl:21])=[N:10][CH:9]=1)[C:2]1[CH:7]=[CH:6][CH:5]=[CH:4][CH:3]=1. The yield is 1.00.